This data is from Catalyst prediction with 721,799 reactions and 888 catalyst types from USPTO. The task is: Predict which catalyst facilitates the given reaction. (1) Reactant: [O:1]=[C:2]([NH:8][CH2:9][CH2:10][CH2:11][CH2:12][CH2:13][C:14]([OH:16])=[O:15])/[CH:3]=[CH:4]\[C:5](O)=[O:6].C(O[C:21](=[O:23])[CH3:22])(=O)C.C1[C:37]2[NH:36]C3C(=CC=CC=3)S[C:28]=2C=CC=1.Cl.[OH2:39]. Product: [CH2:22]1[C:21](=[O:23])[N:36]([O:16][C:14]([CH2:13][CH2:12][CH2:11][CH2:10][CH2:9][N:8]2[C:2](=[O:1])[CH:3]=[CH:4][C:5]2=[O:6])=[O:15])[C:37](=[O:39])[CH2:28]1. The catalyst class is: 531. (2) Reactant: [F:1][C:2]1[CH:7]=[CH:6][CH:5]=[C:4](F)[C:3]=1[N+:9]([O-:11])=[O:10].[CH3:12][O:13][Na].[Na]. Product: [F:1][C:2]1[CH:7]=[CH:6][CH:5]=[C:4]([O:13][CH3:12])[C:3]=1[N+:9]([O-:11])=[O:10]. The catalyst class is: 5. (3) Reactant: [NH:1]1[CH:5]=[C:4]([C:6]([O:8][CH2:9][CH3:10])=[O:7])[N:3]=[CH:2]1.[H-].[Na+].Br[CH2:14][C:15]1[CH:32]=[CH:31][C:18]2[CH2:19][CH2:20][N:21]([C:24]([O:26][C:27]([CH3:30])([CH3:29])[CH3:28])=[O:25])[CH2:22][CH2:23][C:17]=2[CH:16]=1. Product: [CH2:9]([O:8][C:6]([C:4]1[N:3]([CH2:14][C:15]2[CH:32]=[CH:31][C:18]3[CH2:19][CH2:20][N:21]([C:24]([O:26][C:27]([CH3:28])([CH3:30])[CH3:29])=[O:25])[CH2:22][CH2:23][C:17]=3[CH:16]=2)[CH:2]=[N:1][CH:5]=1)=[O:7])[CH3:10]. The catalyst class is: 9. (4) Reactant: [N:1]1[CH:6]=[CH:5][CH:4]=[C:3]([C:7]2[CH:8]=[C:9]3[C:14](=[CH:15][CH:16]=2)[NH:13][C:12](=O)[CH2:11][CH2:10]3)[CH:2]=1.COC1C=CC(P2(=S)SP(=S)(C3C=CC(OC)=CC=3)[S:27]2)=CC=1. Product: [N:1]1[CH:6]=[CH:5][CH:4]=[C:3]([C:7]2[CH:8]=[C:9]3[C:14](=[CH:15][CH:16]=2)[NH:13][C:12](=[S:27])[CH2:11][CH2:10]3)[CH:2]=1. The catalyst class is: 11. (5) Reactant: Cl.O1CCOCC1.[C:8]([O:12][C:13]([N:15]1[CH2:20][CH2:19][CH:18]([CH:21]([C:42]2[CH:47]=[CH:46][CH:45]=[CH:44][CH:43]=2)[CH2:22][CH2:23][N:24]2[CH2:31][CH:30]3[CH:26]([CH2:27][N:28]([C:32]([C:34]4[C:35]([CH3:41])=[N:36][CH:37]=[N:38][C:39]=4[CH3:40])=[O:33])[CH2:29]3)[CH2:25]2)[CH2:17][CH2:16]1)=[O:14])(C)(C)C.ClC(OC)=O. Product: [CH3:8][O:12][C:13]([N:15]1[CH2:20][CH2:19][CH:18]([CH:21]([C:42]2[CH:43]=[CH:44][CH:45]=[CH:46][CH:47]=2)[CH2:22][CH2:23][N:24]2[CH2:25][CH:26]3[CH:30]([CH2:29][N:28]([C:32]([C:34]4[C:35]([CH3:41])=[N:36][CH:37]=[N:38][C:39]=4[CH3:40])=[O:33])[CH2:27]3)[CH2:31]2)[CH2:17][CH2:16]1)=[O:14]. The catalyst class is: 2.